This data is from NCI-60 drug combinations with 297,098 pairs across 59 cell lines. The task is: Regression. Given two drug SMILES strings and cell line genomic features, predict the synergy score measuring deviation from expected non-interaction effect. (1) Drug 1: COC1=C(C=C2C(=C1)N=CN=C2NC3=CC(=C(C=C3)F)Cl)OCCCN4CCOCC4. Drug 2: CC(C)NC(=O)C1=CC=C(C=C1)CNNC.Cl. Cell line: PC-3. Synergy scores: CSS=17.8, Synergy_ZIP=3.42, Synergy_Bliss=3.97, Synergy_Loewe=-9.58, Synergy_HSA=1.07. (2) Drug 1: CNC(=O)C1=CC=CC=C1SC2=CC3=C(C=C2)C(=NN3)C=CC4=CC=CC=N4. Drug 2: C1CC(C1)(C(=O)O)C(=O)O.[NH2-].[NH2-].[Pt+2]. Cell line: RXF 393. Synergy scores: CSS=51.6, Synergy_ZIP=2.73, Synergy_Bliss=5.42, Synergy_Loewe=5.94, Synergy_HSA=6.05. (3) Drug 1: C1=C(C(=O)NC(=O)N1)N(CCCl)CCCl. Drug 2: CN(C)C1=NC(=NC(=N1)N(C)C)N(C)C. Cell line: NCI/ADR-RES. Synergy scores: CSS=13.3, Synergy_ZIP=-6.30, Synergy_Bliss=1.82, Synergy_Loewe=-16.2, Synergy_HSA=0.422.